This data is from Reaction yield outcomes from USPTO patents with 853,638 reactions. The task is: Predict the reaction yield, written as a fraction of the theoretical maximum amount of product (1.0 means a 100% yield; for example, 0.34 means a 34% yield). (1) The reactants are S(Cl)([Cl:4])(=O)=O.[Cl:6][C:7]1[CH:8]=[C:9]([C:13]2[O:17][N:16]=[C:15]([CH2:18][O:19][S:20]([CH3:23])(=[O:22])=[O:21])[CH:14]=2)[CH:10]=[CH:11][CH:12]=1. The catalyst is ClCCl. The product is [Cl:4][C:14]1[C:15]([CH2:18][O:19][S:20]([CH3:23])(=[O:22])=[O:21])=[N:16][O:17][C:13]=1[C:9]1[CH:10]=[CH:11][CH:12]=[C:7]([Cl:6])[CH:8]=1. The yield is 0.970. (2) The reactants are [NH2:1][C:2]1[C:7]([N+:8]([O-])=O)=[CH:6][C:5]([N:11]2[CH2:16][CH2:15][N:14]([C:17](=[O:19])[CH3:18])[CH2:13][CH2:12]2)=[CH:4][C:3]=1[CH3:20].CO.[H][H]. The catalyst is [Pd].C(O)(=O)C. The product is [NH2:8][C:7]1[CH:6]=[C:5]([N:11]2[CH2:12][CH2:13][N:14]([C:17](=[O:19])[CH3:18])[CH2:15][CH2:16]2)[CH:4]=[C:3]([CH3:20])[C:2]=1[NH2:1]. The yield is 1.00. (3) The reactants are [H-].[Na+].[CH3:3][C:4]1[N:9]=[CH:8][C:7]([CH2:10][C:11]#[N:12])=[CH:6][CH:5]=1.Br[CH2:14][CH:15]([CH3:17])[CH3:16]. The catalyst is C1COCC1. The product is [CH3:14][CH:15]([CH3:17])[CH2:16][CH:10]([C:7]1[CH:8]=[N:9][C:4]([CH3:3])=[CH:5][CH:6]=1)[C:11]#[N:12]. The yield is 0.640. (4) The reactants are [O:1]1[CH2:6][CH2:5][N:4]([C:7]2[CH:21]=[CH:20][C:10]([CH2:11][NH:12][C:13](=[O:19])[O:14][C:15]([CH3:18])([CH3:17])[CH3:16])=[CH:9][CH:8]=2)[CH2:3][CH2:2]1.Br[C:23]#[C:24][Si:25]([CH:32]([CH3:34])[CH3:33])([CH:29]([CH3:31])[CH3:30])[CH:26]([CH3:28])[CH3:27].N1C2C(=CC=C3C=2N=CC=C3)C=CC=1.C[Si]([N-][Si](C)(C)C)(C)C.[K+].[Na+].[Cl-].[NH4+].[OH-]. The catalyst is C1(C)C=CC=CC=1.[Cu]I.CCOCC. The product is [C:15]([O:14][C:13](=[O:19])[N:12]([CH2:11][C:10]1[CH:20]=[CH:21][C:7]([N:4]2[CH2:5][CH2:6][O:1][CH2:2][CH2:3]2)=[CH:8][CH:9]=1)[C:23]#[C:24][Si:25]([CH:26]([CH3:28])[CH3:27])([CH:32]([CH3:34])[CH3:33])[CH:29]([CH3:31])[CH3:30])([CH3:16])([CH3:17])[CH3:18]. The yield is 0.760. (5) The reactants are [C:1]([O:5][C:6](=[O:22])[NH:7][C@@H:8]1[C:14](=[O:15])[NH:13][C:12]2[CH:16]=[C:17]([F:20])[CH:18]=[CH:19][C:11]=2[O:10][C@@H:9]1[CH3:21])([CH3:4])([CH3:3])[CH3:2].O([CH2:31][C:32]([F:35])([F:34])[F:33])S(C(F)(F)F)(=O)=O.C(=O)([O-])[O-].[Cs+].[Cs+]. The catalyst is CN(C)C=O. The product is [C:1]([O:5][C:6](=[O:22])[NH:7][C@@H:8]1[C:14](=[O:15])[N:13]([CH2:31][C:32]([F:35])([F:34])[F:33])[C:12]2[CH:16]=[C:17]([F:20])[CH:18]=[CH:19][C:11]=2[O:10][C@@H:9]1[CH3:21])([CH3:4])([CH3:2])[CH3:3]. The yield is 0.990.